Dataset: Forward reaction prediction with 1.9M reactions from USPTO patents (1976-2016). Task: Predict the product of the given reaction. Given the reactants [F:1][C:2]1[CH:8]=[CH:7][C:5]([NH2:6])=[CH:4][CH:3]=1.[C:9]([N:17]=[C:18]=[S:19])(=[O:16])[C:10]1[CH:15]=[CH:14][CH:13]=[CH:12][CH:11]=1.CCCCCC, predict the reaction product. The product is: [F:1][C:2]1[CH:8]=[CH:7][C:5]([NH:6][C:18]([NH:17][C:9](=[O:16])[C:10]2[CH:11]=[CH:12][CH:13]=[CH:14][CH:15]=2)=[S:19])=[CH:4][CH:3]=1.